This data is from Catalyst prediction with 721,799 reactions and 888 catalyst types from USPTO. The task is: Predict which catalyst facilitates the given reaction. Reactant: [NH2:1][C:2]1[N:3]=[CH:4][C:5]([C:10]2[CH:11]=[C:12]([CH:25]=[CH:26][CH:27]=2)[C:13]([NH:15][C@@H:16]2[C:24]3[C:19](=[CH:20][CH:21]=[CH:22][CH:23]=3)[CH2:18][CH2:17]2)=[O:14])=[N:6][C:7]=1[C:8]#[N:9].C(Cl)Cl.[C:31](O)([C:33](F)(F)F)=O. Product: [NH2:1][C:2]1[N:3]=[CH:4][C:5]([C:10]2[CH:11]=[C:12]([CH:25]=[CH:26][CH:27]=2)[C:13]([NH:15][C@@H:16]2[C:24]3[C:19](=[CH:20][CH:21]=[CH:22][CH:23]=3)[CH2:18][CH2:17]2)=[O:14])=[N:6][C:7]=1[C:8]1[NH:3][C:2]([C@H:31]2[CH2:33][CH2:4][CH2:5][NH:6][CH2:7]2)=[N:1][N:9]=1. The catalyst class is: 37.